From a dataset of Forward reaction prediction with 1.9M reactions from USPTO patents (1976-2016). Predict the product of the given reaction. (1) Given the reactants [Cl:1][C:2]([Cl:45])([Cl:44])[CH2:3][O:4][C:5]([C@@H:7]1[CH2:12][CH2:11][CH2:10][N:9]([C:13](=[O:43])[C@@H:14]([NH:35][C:36](OC(C)(C)C)=[O:37])[C@H:15]([O:17][Si:18]([C:31]([CH3:34])([CH3:33])[CH3:32])([C:25]2[CH:30]=[CH:29][CH:28]=[CH:27][CH:26]=2)[C:19]2[CH:24]=[CH:23][CH:22]=[CH:21][CH:20]=2)[CH3:16])[NH:8]1)=[O:6].FC(F)(F)S(O[Si](C)(C)C)(=O)=O.C(N(CC)C(C)C)(C)C.[C:67]([O:71][C:72]([NH:74][C@@H:75]([CH:79]([CH3:81])[CH3:80])C(O)=O)=[O:73])([CH3:70])([CH3:69])[CH3:68].C[NH3+].F[P-](F)(F)(F)(F)F.N1(OC(N(C)C)=[N+](C)C)C2N=CC=CC=2N=N1.F[P-](F)(F)(F)(F)F, predict the reaction product. The product is: [Cl:44][C:2]([Cl:1])([Cl:45])[CH2:3][O:4][C:5]([C@@H:7]1[CH2:12][CH2:11][CH2:10][N:9]([C:13](=[O:43])[C@@H:14]([NH:35][C:36](=[O:37])[C@@H:75]([NH:74][C:72]([O:71][C:67]([CH3:69])([CH3:68])[CH3:70])=[O:73])[CH:79]([CH3:81])[CH3:80])[C@H:15]([O:17][Si:18]([C:31]([CH3:34])([CH3:32])[CH3:33])([C:19]2[CH:24]=[CH:23][CH:22]=[CH:21][CH:20]=2)[C:25]2[CH:30]=[CH:29][CH:28]=[CH:27][CH:26]=2)[CH3:16])[NH:8]1)=[O:6]. (2) Given the reactants ClC1C=CC(C(C2C=CC(Cl)=CC=2)S)=CC=1.Br.Br[CH2:19][C:20]([C:22]1[N:23]([CH3:27])[CH:24]=[CH:25][N:26]=1)=[O:21].Br.N1C=CC=CC=1.CN(C)C(C1SC(C(=O)[CH2:45][S:46]([C:55]2[CH:60]=[CH:59][C:58]([Cl:61])=[CH:57][CH:56]=2)([C:48]2[CH:53]=[CH:52][C:51]([Cl:54])=[CH:50][CH:49]=2)C)=CC=1)=O, predict the reaction product. The product is: [Cl:61][C:58]1[CH:59]=[CH:60][C:55]([S:46]([C:48]2[CH:53]=[CH:52][C:51]([Cl:54])=[CH:50][CH:49]=2)([CH3:45])[CH2:19][C:20]([C:22]2[N:23]([CH3:27])[CH:24]=[CH:25][N:26]=2)=[O:21])=[CH:56][CH:57]=1. (3) Given the reactants [O:1]([CH2:8][C@@H:9]([OH:23])[CH2:10][NH:11][C@@H:12]([CH2:15][C:16]1[CH:21]=[CH:20][C:19]([OH:22])=[CH:18][CH:17]=1)[CH2:13][OH:14])[C:2]1[CH:7]=[CH:6][CH:5]=[CH:4][CH:3]=1.[ClH:24], predict the reaction product. The product is: [ClH:24].[O:1]([CH2:8][C@@H:9]([OH:23])[CH2:10][NH:11][C@@H:12]([CH2:15][C:16]1[CH:17]=[CH:18][C:19]([OH:22])=[CH:20][CH:21]=1)[CH2:13][OH:14])[C:2]1[CH:7]=[CH:6][CH:5]=[CH:4][CH:3]=1.